From a dataset of Peptide-MHC class I binding affinity with 185,985 pairs from IEDB/IMGT. Regression. Given a peptide amino acid sequence and an MHC pseudo amino acid sequence, predict their binding affinity value. This is MHC class I binding data. (1) The peptide sequence is DTLKVGNTY. The MHC is HLA-B39:01 with pseudo-sequence HLA-B39:01. The binding affinity (normalized) is 0.0847. (2) The peptide sequence is ILIYNGWYA. The MHC is HLA-B58:01 with pseudo-sequence HLA-B58:01. The binding affinity (normalized) is 0. (3) The peptide sequence is AYQQGVKTL. The binding affinity (normalized) is 0.0847. The MHC is HLA-A30:01 with pseudo-sequence HLA-A30:01. (4) The MHC is HLA-A02:06 with pseudo-sequence HLA-A02:06. The binding affinity (normalized) is 0.228. The peptide sequence is GVIAAFAEGH. (5) The peptide sequence is AISSRVDRY. The MHC is HLA-A31:01 with pseudo-sequence HLA-A31:01. The binding affinity (normalized) is 0.0907. (6) The peptide sequence is GTMPSLTL. The MHC is Mamu-A01 with pseudo-sequence Mamu-A01. The binding affinity (normalized) is 0.492. (7) The binding affinity (normalized) is 0. The MHC is HLA-A02:01 with pseudo-sequence HLA-A02:01. The peptide sequence is HPVGEADYF. (8) The peptide sequence is LPFLKSLAI. The MHC is HLA-B15:01 with pseudo-sequence HLA-B15:01. The binding affinity (normalized) is 0.0847. (9) The peptide sequence is DVTTFLSM. The MHC is Mamu-B17 with pseudo-sequence Mamu-B17. The binding affinity (normalized) is 0. (10) The peptide sequence is YVDGFKPNGC. The MHC is HLA-A01:01 with pseudo-sequence HLA-A01:01. The binding affinity (normalized) is 0.0565.